From a dataset of Drug-target binding data from BindingDB using IC50 measurements. Regression. Given a target protein amino acid sequence and a drug SMILES string, predict the binding affinity score between them. We predict pIC50 (pIC50 = -log10(IC50 in M); higher means more potent). Dataset: bindingdb_ic50. (1) The target protein (P10586) has sequence MAPEPAPGRTMVPLVPALVMLGLVAGAHGDSKPVFIKVPEDQTGLSGGVASFVCQATGEPKPRITWMKKGKKVSSQRFEVIEFDDGAGSVLRIQPLRVQRDEAIYECTATNSLGEINTSAKLSVLEEEQLPPGFPSIDMGPQLKVVEKARTATMLCAAGGNPDPEISWFKDFLPVDPATSNGRIKQLRSGALQIESSEESDQGKYECVATNSAGTRYSAPANLYVRVRRVAPRFSIPPSSQEVMPGGSVNLTCVAVGAPMPYVKWMMGAEELTKEDEMPVGRNVLELSNVVRSANYTCVAISSLGMIEATAQVTVKALPKPPIDLVVTETTATSVTLTWDSGNSEPVTYYGIQYRAAGTEGPFQEVDGVATTRYSIGGLSPFSEYAFRVLAVNSIGRGPPSEAVRARTGEQAPSSPPRRVQARMLSASTMLVQWEPPEEPNGLVRGYRVYYTPDSRRPPNAWHKHNTDAGLLTTVGSLLPGITYSLRVLAFTAVGDGPPS.... The compound is C[C@@H](O)[C@@H](C(=O)O)n1cc(CO[C@@H]2O[C@H](COCc3ccccc3)[C@H](OCc3ccccc3)[C@H](OCc3ccccc3)[C@H]2OCc2ccccc2)nn1. The pIC50 is 4.3. (2) The small molecule is CN(C)CCCSc1ccccc1NC(=O)/C=C/c1ccccc1. The target protein (Q9HCN6) has sequence MSPSPTALFCLGLCLGRVPAQSGPLPKPSLQALPSSLVPLEKPVTLRCQGPPGVDLYRLEKLSSSRYQDQAVLFIPAMKRSLAGRYRCSYQNGSLWSLPSDQLELVATGVFAKPSLSAQPGPAVSSGGDVTLQCQTRYGFDQFALYKEGDPAPYKNPERWYRASFPIITVTAAHSGTYRCYSFSSRDPYLWSAPSDPLELVVTGTSVTPSRLPTEPPSPVAEFSEATAELTVSFTNEVFTTETSRSITASPKESDSPAGPARQYYTKGNLVRICLGAVILIILAGFLAEDWHSRRKRLRHRGRAVQRPLPPLPPLPLTRKSNGGQDGGRQDVHSRGLCS. The pIC50 is 4.5. (3) The compound is Cc1c(F)ccc2c(C(=O)O)cc(-c3ccc(Br)cc3)nc12. The target protein (P78600) has sequence MIIIKRFLHIKTVPKSYGNQLSKFKYSKQIPTHEVLTKLGYITYPRAGLVNWSKMGLLIQNKISQIIRQRMDEIQFEEVSLSLISHKELWKLTNRWDQEEIFKLVGDEYLLVPTAEEEITNYVKKQFLESYKNFPLALYQINPKFRNEKRPRGGLLRGKEFLMKDAYSFDLNESEAMKTYEKVVGAYHKIFQDLGIPYVKAEADSGDIGGSLSHEWHYLNSSGEDTVFECNECHNVSNMEKALSYPKEIDETIEVSVIYFTTEDKSTLICAYYPSNRVLEPKFIQNEIPDIDLDSINDLSEFNHDISTRIVRIMDSRLSSRSKFPDFPISNFINRSLITTLTDIPIVLAQEGEICGHCEEGKLSASSAIEVGHTFYLGDKYSKPLDLEVDVPTSNNSIEKQRIMMGCYGIGISRIIAAIAEINRDEKGLKWPRSIAPWEVTVVEVSKQKQLKNVNDNNHHNNPQDNFQEIYNILNQANIDYRLDNRSDSMGKKLKQSDLL.... The pIC50 is 6.9. (4) The target protein (P48163) has sequence MEPEAPRRRHTHQRGYLLTRNPHLNKDLAFTLEERQQLNIHGLLPPSFNSQEIQVLRVVKNFEHLNSDFDRYLLLMDLQDRNEKLFYRVLTSDIEKFMPIVYTPTVGLACQQYSLVFRKPRGLFITIHDRGHIASVLNAWPEDVIKAIVVTDGERILGLGDLGCNGMGIPVGKLALYTACGGMNPQECLPVILDVGTENEELLKDPLYIGLRQRRVRGSEYDDFLDEFMEAVSSKYGMNCLIQFEDFANVNAFRLLNKYRNQYCTFNDDIQGTASVAVAGLLAALRITKNKLSDQTILFQGAGEAALGIAHLIVMALEKEGLPKEKAIKKIWLVDSKGLIVKGRASLTQEKEKFAHEHEEMKNLEAIVQEIKPTALIGVAAIGGAFSEQILKDMAAFNERPIIFALSNPTSKAECSAEQCYKITKGRAIFASGSPFDPVTLPNGQTLYPGQGNNSYVFPGVALGVVACGLRQITDNIFLTTAEVIAQQVSDKHLEEGRLY.... The pIC50 is 4.7. The compound is COc1ccc(N2CCN(C3CC(=O)N(Cc4ccccc4)C3=O)CC2)cc1. (5) The drug is O=C(c1ccc(OCCN2CCCCC2)cc1)c1c(-c2ccc(O)cc2)sc2cc(O)ccc12. The target protein (Q5FB27) has sequence MDRASELLFYVNGRKVIEKNVDPETMLLPYLRKKLRLTGTKYGCGGGGCGACTVMISRYNPITNRIRHHPANACLIPICSLYGTAVTTVEGIGSTHTRIHPVQERIAKCHGTQCGFCTPGMVMSIYTLLRNHPEPTLDQLTDALGGNLCRCTGYRPIIDACKTFCETSGCCQSKENGVCCLDQRINGLPEFEEGSKTSPKLFAEEEFLPLDPTQELIFPPELMIMAEKQPQRTRVFGSERMMWFSPVTLKELLEFKFKYPQAPVIMGNTSVGPQMKFKGVFHPVIISPDRIEELSVVNHTHNGLTLGAGLSLAQVKDILADVVQKLPGEKTQTYHALLKHLGTLAGSQIRNMASLGGHIISRHPDSDLNPILAVGNCTLNLLSKEGKRQIPLNEQFLSKCPNADLKPQEILVSVNIPYSRKLEFVSAFRQAQRQENALAIVNSGMRVFFGEGHGIIRELSISYGGVGPATICAKNSCQKLIGRHWNEEMLDTACRLVLEE.... The pIC50 is 6.3.